Dataset: Full USPTO retrosynthesis dataset with 1.9M reactions from patents (1976-2016). Task: Predict the reactants needed to synthesize the given product. (1) Given the product [Cl:1][C:2]1[N:3]=[C:4]([NH:18][CH2:13][C:14]([CH3:17])([CH3:16])[CH3:15])[C:5]2[S:10][CH:9]=[C:8]([CH3:11])[C:6]=2[N:7]=1, predict the reactants needed to synthesize it. The reactants are: [Cl:1][C:2]1[N:3]=[C:4](Cl)[C:5]2[S:10][CH:9]=[C:8]([CH3:11])[C:6]=2[N:7]=1.[CH2:13]([NH2:18])[C:14]([CH3:17])([CH3:16])[CH3:15].O. (2) Given the product [Cl:1][C:2]1[CH:7]=[CH:6][CH:5]=[C:4]([F:8])[C:3]=1[C:9]1[NH:26][C:12]2=[N:13][CH:14]=[C:15]([C:29]3[N:30]=[C:31]([C:33]4[CH:38]=[N:37][CH:36]=[CH:35][N:34]=4)[S:32][C:28]=3[CH3:27])[CH:16]=[C:11]2[CH:10]=1, predict the reactants needed to synthesize it. The reactants are: [Cl:1][C:2]1[CH:7]=[CH:6][CH:5]=[C:4]([F:8])[C:3]=1[C:9]1[NH:26][C:12]2=[N:13][CH:14]=[C:15](B3OC(C)(C)C(C)(C)O3)[CH:16]=[C:11]2[CH:10]=1.[CH3:27][C:28]1[S:32][C:31]([C:33]2[CH:38]=[N:37][CH:36]=[CH:35][N:34]=2)=[N:30][C:29]=1OS(C(F)(F)F)(=O)=O.